Dataset: Forward reaction prediction with 1.9M reactions from USPTO patents (1976-2016). Task: Predict the product of the given reaction. (1) Given the reactants [NH2:1][C:2]1[CH:3]=[CH:4][C:5]([O:8][C:9]2[CH:10]=[C:11]3[C:16](=[CH:17][CH:18]=2)[O:15][CH:14]([C:19]2[CH:24]=[CH:23][CH:22]=[CH:21][CH:20]=2)[CH2:13][CH2:12]3)=[N:6][CH:7]=1.[C:25]1(=O)[O:30][C:28](=[O:29])[CH2:27][CH2:26]1, predict the reaction product. The product is: [C:25]1(=[O:30])[N:1]([C:2]2[CH:3]=[CH:4][C:5]([O:8][C:9]3[CH:10]=[C:11]4[C:16](=[CH:17][CH:18]=3)[O:15][CH:14]([C:19]3[CH:20]=[CH:21][CH:22]=[CH:23][CH:24]=3)[CH2:13][CH2:12]4)=[N:6][CH:7]=2)[C:28](=[O:29])[CH2:27][CH2:26]1. (2) Given the reactants [N:1]1([CH2:5][CH2:6][N:7]2[CH:11]=[C:10]([C:12]3[CH:17]=[CH:16][C:15]([F:18])=[C:14]([CH3:19])[CH:13]=3)[N:9]=[C:8]2[CH:20]2[CH2:25][CH2:24][NH:23][CH2:22][C:21]2([F:27])[F:26])[CH2:4][CH2:3][CH2:2]1.C(N(C(C)C)C(C)C)C.[NH2:37][C:38]1[C:43]([C:44]#[N:45])=[C:42](Cl)[N:41]=[CH:40][N:39]=1, predict the reaction product. The product is: [NH2:37][C:38]1[C:43]([C:44]#[N:45])=[C:42]([N:23]2[CH2:24][CH2:25][CH:20]([C:8]3[N:7]([CH2:6][CH2:5][N:1]4[CH2:4][CH2:3][CH2:2]4)[CH:11]=[C:10]([C:12]4[CH:17]=[CH:16][C:15]([F:18])=[C:14]([CH3:19])[CH:13]=4)[N:9]=3)[C:21]([F:26])([F:27])[CH2:22]2)[N:41]=[CH:40][N:39]=1. (3) Given the reactants [CH3:1][O:2][C:3]1[CH:4]=[C:5]2[C:9](=[CH:10][C:11]=1[O:12][CH3:13])[CH2:8][N:7]([C:14]1[C:15]([CH3:34])=[C:16]([CH3:33])[C:17]3[O:21][C:20]([CH3:23])([CH3:22])[CH:19]([C:24]4[CH:29]=[CH:28][C:27]([CH3:30])=[CH:26][CH:25]=4)[C:18]=3[C:31]=1[CH3:32])[CH2:6]2.[BrH:35], predict the reaction product. The product is: [BrH:35].[CH3:1][O:2][C:3]1[CH:4]=[C:5]2[C:9](=[CH:10][C:11]=1[O:12][CH3:13])[CH2:8][N:7]([C:14]1[C:15]([CH3:34])=[C:16]([CH3:33])[C:17]3[O:21][C:20]([CH3:23])([CH3:22])[CH:19]([C:24]4[CH:25]=[CH:26][C:27]([CH3:30])=[CH:28][CH:29]=4)[C:18]=3[C:31]=1[CH3:32])[CH2:6]2.